This data is from NCI-60 drug combinations with 297,098 pairs across 59 cell lines. The task is: Regression. Given two drug SMILES strings and cell line genomic features, predict the synergy score measuring deviation from expected non-interaction effect. (1) Drug 1: CC1C(C(CC(O1)OC2CC(OC(C2O)C)OC3=CC4=CC5=C(C(=O)C(C(C5)C(C(=O)C(C(C)O)O)OC)OC6CC(C(C(O6)C)O)OC7CC(C(C(O7)C)O)OC8CC(C(C(O8)C)O)(C)O)C(=C4C(=C3C)O)O)O)O. Drug 2: COC1=C2C(=CC3=C1OC=C3)C=CC(=O)O2. Cell line: HCT116. Synergy scores: CSS=30.8, Synergy_ZIP=3.19, Synergy_Bliss=10.7, Synergy_Loewe=1.94, Synergy_HSA=1.40. (2) Drug 1: C1=NC2=C(N=C(N=C2N1C3C(C(C(O3)CO)O)O)F)N. Drug 2: C1=NC2=C(N1)C(=S)N=CN2. Cell line: SR. Synergy scores: CSS=60.5, Synergy_ZIP=-1.54, Synergy_Bliss=-0.957, Synergy_Loewe=-31.5, Synergy_HSA=-0.239. (3) Drug 1: CNC(=O)C1=NC=CC(=C1)OC2=CC=C(C=C2)NC(=O)NC3=CC(=C(C=C3)Cl)C(F)(F)F. Drug 2: C1C(C(OC1N2C=NC(=NC2=O)N)CO)O. Cell line: SW-620. Synergy scores: CSS=7.02, Synergy_ZIP=0.611, Synergy_Bliss=1.76, Synergy_Loewe=-13.0, Synergy_HSA=-2.39. (4) Drug 1: CN(CC1=CN=C2C(=N1)C(=NC(=N2)N)N)C3=CC=C(C=C3)C(=O)NC(CCC(=O)O)C(=O)O. Drug 2: CC1=C(C=C(C=C1)C(=O)NC2=CC(=CC(=C2)C(F)(F)F)N3C=C(N=C3)C)NC4=NC=CC(=N4)C5=CN=CC=C5. Synergy scores: CSS=2.38, Synergy_ZIP=-1.23, Synergy_Bliss=0.256, Synergy_Loewe=-0.542, Synergy_HSA=-0.218. Cell line: OVCAR-8. (5) Drug 1: C1=NC2=C(N=C(N=C2N1C3C(C(C(O3)CO)O)F)Cl)N. Drug 2: C(CCl)NC(=O)N(CCCl)N=O. Cell line: NCI/ADR-RES. Synergy scores: CSS=38.2, Synergy_ZIP=0.594, Synergy_Bliss=1.05, Synergy_Loewe=-19.6, Synergy_HSA=-0.341. (6) Drug 1: CC12CCC3C(C1CCC2O)C(CC4=C3C=CC(=C4)O)CCCCCCCCCS(=O)CCCC(C(F)(F)F)(F)F. Drug 2: C(CN)CNCCSP(=O)(O)O. Cell line: NCI-H226. Synergy scores: CSS=-4.56, Synergy_ZIP=2.75, Synergy_Bliss=0.967, Synergy_Loewe=-1.86, Synergy_HSA=-2.90. (7) Drug 1: C1C(C(OC1N2C=NC3=C(N=C(N=C32)Cl)N)CO)O. Drug 2: C1C(C(OC1N2C=NC3=C2NC=NCC3O)CO)O. Cell line: HT29. Synergy scores: CSS=22.5, Synergy_ZIP=-4.89, Synergy_Bliss=-6.14, Synergy_Loewe=-14.8, Synergy_HSA=-4.83. (8) Drug 1: C1CCN(CC1)CCOC2=CC=C(C=C2)C(=O)C3=C(SC4=C3C=CC(=C4)O)C5=CC=C(C=C5)O. Drug 2: C(CC(=O)O)C(=O)CN.Cl. Cell line: NCI-H522. Synergy scores: CSS=1.59, Synergy_ZIP=-1.22, Synergy_Bliss=-1.38, Synergy_Loewe=-2.70, Synergy_HSA=-3.27.